This data is from Peptide-MHC class II binding affinity with 134,281 pairs from IEDB. The task is: Regression. Given a peptide amino acid sequence and an MHC pseudo amino acid sequence, predict their binding affinity value. This is MHC class II binding data. (1) The peptide sequence is FHGSDGCWYPMEIRP. The MHC is DRB3_0202 with pseudo-sequence DRB3_0202. The binding affinity (normalized) is 0. (2) The peptide sequence is AFILDGPNLFPKV. The MHC is DRB3_0101 with pseudo-sequence DRB3_0101. The binding affinity (normalized) is 0.958. (3) The peptide sequence is EKKYFAATQFEPLLA. The MHC is DRB1_0101 with pseudo-sequence DRB1_0101. The binding affinity (normalized) is 0.608. (4) The MHC is DRB1_1302 with pseudo-sequence DRB1_1302. The peptide sequence is GQLQIVDKIDAAFKI. The binding affinity (normalized) is 0.611. (5) The peptide sequence is GPVTILNWSFVRNDQ. The MHC is DRB1_0401 with pseudo-sequence DRB1_0401. The binding affinity (normalized) is 0.189. (6) The peptide sequence is AASDFWGGAGSAACQ. The MHC is HLA-DQA10501-DQB10201 with pseudo-sequence HLA-DQA10501-DQB10201. The binding affinity (normalized) is 0.100. (7) The peptide sequence is YGIFQSTFLGASQRG. The binding affinity (normalized) is 0.256. The MHC is DRB3_0101 with pseudo-sequence DRB3_0101.